Predict the reaction yield, written as a fraction of the theoretical maximum amount of product (1.0 means a 100% yield; for example, 0.34 means a 34% yield). From a dataset of Reaction yield outcomes from USPTO patents with 853,638 reactions. The reactants are CS(O[CH:6]1[CH2:11][CH2:10][C:9]2([C:15]3[CH:16]=[CH:17][CH:18]=[CH:19][C:14]=3[C:13](=[O:20])[O:12]2)[CH2:8][CH2:7]1)(=O)=O.[N-:21]=[N+:22]=[N-:23].[Na+]. The catalyst is CN(C=O)C. The product is [N:21]([CH:6]1[CH2:11][CH2:10][C:9]2([C:15]3[CH:16]=[CH:17][CH:18]=[CH:19][C:14]=3[C:13](=[O:20])[O:12]2)[CH2:8][CH2:7]1)=[N+:22]=[N-:23]. The yield is 0.910.